Dataset: Forward reaction prediction with 1.9M reactions from USPTO patents (1976-2016). Task: Predict the product of the given reaction. (1) Given the reactants Cl[CH2:2][C:3]1[N:7]=[C:6]([C:8]2[CH:13]=[CH:12][CH:11]=[CH:10][CH:9]=2)[O:5][N:4]=1.[P:14]([O:21]CC)([O:18][CH2:19][CH3:20])[O:15][CH2:16][CH3:17], predict the reaction product. The product is: [C:8]1([C:6]2[O:5][N:4]=[C:3]([CH2:2][P:14](=[O:21])([O:18][CH2:19][CH3:20])[O:15][CH2:16][CH3:17])[N:7]=2)[CH:13]=[CH:12][CH:11]=[CH:10][CH:9]=1. (2) Given the reactants [CH3:1][NH:2][CH3:3].C(N(CC)CC)C.[CH:11]1([C:14]2[N:19]=[C:18]([C:20]3[NH:37][C:23]4=[N:24][C:25]([N:28]5[CH2:33][CH2:32][CH2:31][C@@H:30]([C:34](O)=[O:35])[CH2:29]5)=[CH:26][CH:27]=[C:22]4[N:21]=3)[CH:17]=[CH:16][N:15]=2)[CH2:13][CH2:12]1.F[P-](F)(F)(F)(F)F.N1(OC(N(C)C)=[N+](C)C)C2N=CC=CC=2N=N1, predict the reaction product. The product is: [CH:11]1([C:14]2[N:19]=[C:18]([C:20]3[NH:37][C:23]4=[N:24][C:25]([N:28]5[CH2:33][CH2:32][CH2:31][C@@H:30]([C:34]([N:2]([CH3:3])[CH3:1])=[O:35])[CH2:29]5)=[CH:26][CH:27]=[C:22]4[N:21]=3)[CH:17]=[CH:16][N:15]=2)[CH2:13][CH2:12]1. (3) Given the reactants Cl[C:2]1[CH:7]=[C:6]([NH:8][C:9]2[CH:18]=[CH:17][CH:16]=[CH:15][C:10]=2[C:11]([NH:13][CH3:14])=[O:12])[C:5]([C:19]([F:22])([F:21])[F:20])=[CH:4][N:3]=1.[CH3:23][O:24][C:25]1[CH:30]=[C:29]([N:31]2[CH2:36][CH2:35][O:34][CH2:33][CH2:32]2)[CH:28]=[CH:27][C:26]=1[NH2:37].Cl.O1CCOCC1, predict the reaction product. The product is: [CH3:14][NH:13][C:11](=[O:12])[C:10]1[CH:15]=[CH:16][CH:17]=[CH:18][C:9]=1[NH:8][C:6]1[C:5]([C:19]([F:22])([F:21])[F:20])=[CH:4][N:3]=[C:2]([NH:37][C:26]2[CH:27]=[CH:28][C:29]([N:31]3[CH2:32][CH2:33][O:34][CH2:35][CH2:36]3)=[CH:30][C:25]=2[O:24][CH3:23])[CH:7]=1. (4) Given the reactants [CH2:1]([N:3]1[C:7]2[N:8]=[CH:9][N:10]=[C:11]([NH2:12])[C:6]=2[C:5](I)=[CH:4]1)[CH3:2].[C:14]1([SH:20])[CH:19]=[CH:18][CH:17]=[CH:16][CH:15]=1.C(=O)([O-])[O-].[K+].[K+], predict the reaction product. The product is: [CH2:1]([N:3]1[C:7]2[N:8]=[CH:9][N:10]=[C:11]([NH2:12])[C:6]=2[C:5]([S:20][C:14]2[CH:19]=[CH:18][CH:17]=[CH:16][CH:15]=2)=[CH:4]1)[CH3:2]. (5) Given the reactants [CH3:1][N:2]1[C:10]([CH3:11])=[C:9]2[C:4]([CH:5]=[C:6]([NH:12][C:13]3[N:18]=[C:17]([N:19]([CH3:30])[CH:20]4[CH2:29][CH2:28][C:23]5([CH2:27][NH:26][CH2:25][CH2:24]5)[CH2:22][CH2:21]4)[CH:16]=[CH:15][N:14]=3)[CH:7]=[CH:8]2)=[N:3]1.[C:31]([CH2:33][C:34](O)=[O:35])#[N:32].CN(C(ON1N=NC2C=CC=NC1=2)=[N+](C)C)C.F[P-](F)(F)(F)(F)F.CCN(CC)CC, predict the reaction product. The product is: [CH3:1][N:2]1[C:10]([CH3:11])=[C:9]2[C:4]([CH:5]=[C:6]([NH:12][C:13]3[N:18]=[C:17]([N:19]([CH3:30])[CH:20]4[CH2:29][CH2:28][C:23]5([CH2:27][N:26]([C:34](=[O:35])[CH2:33][C:31]#[N:32])[CH2:25][CH2:24]5)[CH2:22][CH2:21]4)[CH:16]=[CH:15][N:14]=3)[CH:7]=[CH:8]2)=[N:3]1. (6) Given the reactants [Br:1][C:2]1[CH:3]=[C:4]([NH:9][C:10]2[C:11]3[CH:19]=[C:18]([NH:20]CC4C=CC(OC)=CC=4)[N:17]=[CH:16][C:12]=3[N:13]=[CH:14][N:15]=2)[CH:5]=[CH:6][C:7]=1[Cl:8].FC(F)(F)C(O)=O.C1(OC)C=CC=CC=1, predict the reaction product. The product is: [Br:1][C:2]1[CH:3]=[C:4]([NH:9][C:10]2[C:11]3[CH:19]=[C:18]([NH2:20])[N:17]=[CH:16][C:12]=3[N:13]=[CH:14][N:15]=2)[CH:5]=[CH:6][C:7]=1[Cl:8]. (7) Given the reactants C(OC1C=C2C(C=CC(O)=C2)=CC=1C1N=NC(N(C)C2CC(C)(C)NC(C)(C)C2)=CC=1)C1C=CC=CC=1.[H-].[Na+].CI.[CH2:42]([O:49][C:50]1[C:51]([C:62]2[N:67]=[N:66][C:65]([N:68]([CH3:80])[CH:69]3[CH2:74][C:73]([CH3:76])([CH3:75])[N:72](C)[C:71]([CH3:79])([CH3:78])[CH2:70]3)=[CH:64][CH:63]=2)=[CH:52][C:53]2[C:58]([CH:59]=1)=[CH:57][C:56]([O:60][CH3:61])=[CH:55][CH:54]=2)[C:43]1[CH:48]=[CH:47][CH:46]=[CH:45][CH:44]=1, predict the reaction product. The product is: [CH2:42]([O:49][C:50]1[C:51]([C:62]2[N:67]=[N:66][C:65]([N:68]([CH3:80])[CH:69]3[CH2:74][C:73]([CH3:75])([CH3:76])[NH:72][C:71]([CH3:79])([CH3:78])[CH2:70]3)=[CH:64][CH:63]=2)=[CH:52][C:53]2[C:58]([CH:59]=1)=[CH:57][C:56]([O:60][CH3:61])=[CH:55][CH:54]=2)[C:43]1[CH:44]=[CH:45][CH:46]=[CH:47][CH:48]=1.